This data is from Catalyst prediction with 721,799 reactions and 888 catalyst types from USPTO. The task is: Predict which catalyst facilitates the given reaction. Product: [CH3:1][C:2]1[C:6]2[CH:7]=[CH:8][CH:9]=[CH:10][C:5]=2[S:4][C:3]=1[S:11]([Cl:17])(=[O:14])=[O:12]. The catalyst class is: 2. Reactant: [CH3:1][C:2]1[C:6]2[CH:7]=[CH:8][CH:9]=[CH:10][C:5]=2[S:4][C:3]=1[S:11]([OH:14])(=O)=[O:12].O=P(Cl)(Cl)[Cl:17].